This data is from Reaction yield outcomes from USPTO patents with 853,638 reactions. The task is: Predict the reaction yield, written as a fraction of the theoretical maximum amount of product (1.0 means a 100% yield; for example, 0.34 means a 34% yield). (1) The reactants are [O:1]1[CH2:6][CH2:5][O:4][C:3]2[CH:7]=[C:8]([C:11]([O:13][CH2:14][CH3:15])=[O:12])[CH:9]=[CH:10][C:2]1=2.CC(OC(C)=O)=O.[N+:23]([O-])([OH:25])=[O:24]. The catalyst is CC(O)=O. The product is [N+:23]([C:9]1[C:8]([C:11]([O:13][CH2:14][CH3:15])=[O:12])=[CH:7][C:3]2[O:4][CH2:5][CH2:6][O:1][C:2]=2[CH:10]=1)([O-:25])=[O:24]. The yield is 0.990. (2) The reactants are FC(F)(F)C(O)=O.[N:8]([C:11]1[CH:77]=[CH:76][CH:75]=[CH:74][C:12]=1[CH2:13][O:14][C:15]([NH:17][CH2:18][CH2:19][CH2:20][C@@H:21]([NH:66]C(OC(C)(C)C)=O)[C:22]([O:24][C@H:25]1[C@@H:29]([OH:30])[C@H:28]([N:31]2[CH:39]=[N:38][C:37]3[C:32]2=[N:33][CH:34]=[N:35][C:36]=3[NH2:40])[O:27][C@H:26]1[CH2:41][O:42][P:43]([O:46][C@H:47]1[CH2:51][C@H:50]([N:52]2[CH:57]=[CH:56][C:55]([NH2:58])=[N:54][C:53]2=[O:59])[O:49][C@@H:48]1[CH2:60][O:61][P:62]([OH:65])([OH:64])=[O:63])([OH:45])=[O:44])=[O:23])=[O:16])=[N+:9]=[N-:10]. The catalyst is ClCCl. The product is [NH2:66][C@H:21]([CH2:20][CH2:19][CH2:18][NH:17][C:15]([O:14][CH2:13][C:12]1[CH:74]=[CH:75][CH:76]=[CH:77][C:11]=1[N:8]=[N+:9]=[N-:10])=[O:16])[C:22]([O:24][C@H:25]1[C@@H:29]([OH:30])[C@H:28]([N:31]2[CH:39]=[N:38][C:37]3[C:32]2=[N:33][CH:34]=[N:35][C:36]=3[NH2:40])[O:27][C@H:26]1[CH2:41][O:42][P:43]([O:46][C@H:47]1[CH2:51][C@H:50]([N:52]2[CH:57]=[CH:56][C:55]([NH2:58])=[N:54][C:53]2=[O:59])[O:49][C@@H:48]1[CH2:60][O:61][P:62]([OH:65])([OH:64])=[O:63])([OH:45])=[O:44])=[O:23]. The yield is 0.930.